Dataset: hERG potassium channel inhibition data for cardiac toxicity prediction from Karim et al.. Task: Regression/Classification. Given a drug SMILES string, predict its toxicity properties. Task type varies by dataset: regression for continuous values (e.g., LD50, hERG inhibition percentage) or binary classification for toxic/non-toxic outcomes (e.g., AMES mutagenicity, cardiotoxicity, hepatotoxicity). Dataset: herg_karim. The drug is CNC(=O)c1ccc2c(C(=Nc3cccc(CN(C)C)c3)c3ccccc3)c(O)[nH]c2c1. The result is 0 (non-blocker).